Predict hERG channel inhibition at various concentrations. From a dataset of hERG Central: cardiac toxicity at 1µM, 10µM, and general inhibition. (1) Results: hERG_inhib (hERG inhibition (general)): blocker. The drug is CCC1(c2ccccc2)NC(=O)N(CC(=O)Nc2ccccc2C(=O)NC2CCCC2)C1=O. (2) The molecule is Clc1ccc(CN2CCC(c3nc4ccc(Cl)cc4[nH]3)CC2)cc1. Results: hERG_inhib (hERG inhibition (general)): blocker.